From a dataset of Full USPTO retrosynthesis dataset with 1.9M reactions from patents (1976-2016). Predict the reactants needed to synthesize the given product. (1) The reactants are: [Cl:1][C:2]1[CH:3]=[CH:4][C:5]([O:25][CH:26]([F:28])[F:27])=[C:6]([C:8]2[C:13]([O:14][CH3:15])=[CH:12][N:11]([CH2:16][C:17]([O:19][C:20]([CH3:23])([CH3:22])[CH3:21])=[O:18])[C:10](=[O:24])[CH:9]=2)[CH:7]=1.FC(F)(F)S(O[CH2:35][CH2:36][O:37][C:38]([F:41])([F:40])[F:39])(=O)=O. Given the product [Cl:1][C:2]1[CH:3]=[CH:4][C:5]([O:25][CH:26]([F:28])[F:27])=[C:6]([C:8]2[C:13]([O:14][CH3:15])=[CH:12][N:11]([CH:16]([CH2:35][CH2:36][O:37][C:38]([F:41])([F:40])[F:39])[C:17]([O:19][C:20]([CH3:23])([CH3:22])[CH3:21])=[O:18])[C:10](=[O:24])[CH:9]=2)[CH:7]=1, predict the reactants needed to synthesize it. (2) Given the product [CH3:24][N:21]1[CH2:20][CH2:19][N:18]([C:10]2[CH:9]=[C:8]([CH:13]=[C:12]([C:14]([F:17])([F:15])[F:16])[CH:11]=2)[NH2:3])[CH2:23][CH2:22]1, predict the reactants needed to synthesize it. The reactants are: CC1[N:3]([C:8]2[CH:9]=[C:10]([N:18]3[CH2:23][CH2:22][N:21]([CH3:24])[CH2:20][CH2:19]3)[CH:11]=[C:12]([C:14]([F:17])([F:16])[F:15])[CH:13]=2)C(C)=CC=1.[OH-].[K+].Cl.NO. (3) The reactants are: [CH3:1][C:2]1([CH3:26])[CH2:11][CH2:10][C:9]([CH3:13])([CH3:12])[C:8]2[CH:7]=[C:6]([C:14]3[N:15]=[C:16]([N:19]4[CH2:25][CH2:24][CH2:23][NH:22][CH2:21][CH2:20]4)[S:17][CH:18]=3)[CH:5]=[CH:4][C:3]1=2.Cl[CH2:28][CH2:29][CH2:30][OH:31].Cl. Given the product [CH3:1][C:2]1([CH3:26])[CH2:11][CH2:10][C:9]([CH3:12])([CH3:13])[C:8]2[CH:7]=[C:6]([C:14]3[N:15]=[C:16]([N:19]4[CH2:25][CH2:24][CH2:23][N:22]([CH2:28][CH2:29][CH2:30][OH:31])[CH2:21][CH2:20]4)[S:17][CH:18]=3)[CH:5]=[CH:4][C:3]1=2, predict the reactants needed to synthesize it. (4) Given the product [Br:1][C:2]1[C:10]2[C:5](=[CH:6][CH:7]=[C:8]([NH:11][C:12]([C:13]3[CH:23]([C:22]4[CH:25]=[CH:26][C:19]([F:18])=[CH:20][CH:21]=4)[NH:27][C:28](=[O:29])[NH:30][C:14]=3[CH3:15])=[O:17])[CH:9]=2)[NH:4][N:3]=1, predict the reactants needed to synthesize it. The reactants are: [Br:1][C:2]1[C:10]2[C:5](=[CH:6][CH:7]=[C:8]([NH:11][C:12](=[O:17])[CH2:13][C:14](=O)[CH3:15])[CH:9]=2)[NH:4][N:3]=1.[F:18][C:19]1[CH:26]=[CH:25][C:22]([CH:23]=O)=[CH:21][CH:20]=1.[NH2:27][C:28]([NH2:30])=[O:29].[O-]S(C(F)(F)F)(=O)=O.[Yb+3].[O-]S(C(F)(F)F)(=O)=O.[O-]S(C(F)(F)F)(=O)=O. (5) Given the product [CH2:2]([O:3][C:4]([C:6]1[NH:7][C:8]2[C:13]([CH:14]=1)=[CH:12][C:11]([C:15]([N:21]1[CH2:22][CH2:23][CH2:24][N:18]([C:25]([O:27][C:28]([CH3:31])([CH3:30])[CH3:29])=[O:26])[CH2:19][CH2:20]1)=[O:17])=[CH:10][CH:9]=2)=[O:5])[CH3:1], predict the reactants needed to synthesize it. The reactants are: [CH3:1][CH2:2][O:3][C:4]([C:6]1[NH:7][C:8]2[C:13]([CH:14]=1)=[CH:12][C:11]([C:15]([OH:17])=O)=[CH:10][CH:9]=2)=[O:5].[N:18]1([C:25]([O:27][C:28]([CH3:31])([CH3:30])[CH3:29])=[O:26])[CH2:24][CH2:23][CH2:22][NH:21][CH2:20][CH2:19]1.ON1C2C=CC=CC=2N=N1.Cl.CN(C)CCCN=C=NCC. (6) Given the product [Br:1][C:2]1[CH:10]=[CH:9][C:5]([C:6]([N:11]2[CH2:15][CH2:14][C@@H:13]([O:16][S:18]([CH3:17])(=[O:20])=[O:19])[CH2:12]2)=[O:7])=[CH:4][CH:3]=1, predict the reactants needed to synthesize it. The reactants are: [Br:1][C:2]1[CH:10]=[CH:9][C:5]([C:6](Cl)=[O:7])=[CH:4][CH:3]=1.[NH:11]1[CH2:15][CH2:14][C@@H:13]([OH:16])[CH2:12]1.[CH3:17][S:18](Cl)(=[O:20])=[O:19].C(OCC)C. (7) Given the product [Br:1][C:2]1[CH:10]=[CH:9][C:8]([C:11]([NH2:13])=[O:12])=[C:7]2[C:3]=1[CH:4]=[C:5]([CH:18]=[CH2:19])[NH:6]2, predict the reactants needed to synthesize it. The reactants are: [Br:1][C:2]1[CH:10]=[CH:9][C:8]([C:11]([NH2:13])=[O:12])=[C:7]2[C:3]=1[CH:4]=[C:5](I)[NH:6]2.[F-].[Cs+].[B-](F)(F)(F)[CH:18]=[CH2:19].[K+]. (8) Given the product [OH:42][CH2:41][C@H:30]([NH:29][C:27]([C:26]1[CH:43]=[C:22]([C:8]2[CH:9]=[CH:10][CH:11]=[C:6]([O:5][CH2:1][CH2:2][CH2:3][CH3:4])[CH:7]=2)[CH:23]=[CH:24][C:25]=1[O:44][CH2:45][CH3:46])=[O:28])[CH2:31][C:32]1[C:40]2[C:35](=[CH:36][CH:37]=[CH:38][CH:39]=2)[NH:34][CH:33]=1, predict the reactants needed to synthesize it. The reactants are: [CH2:1]([O:5][C:6]1[CH:7]=[C:8](B2OC(C)(C)C(C)(C)O2)[CH:9]=[CH:10][CH:11]=1)[CH2:2][CH2:3][CH3:4].Br[C:22]1[CH:23]=[CH:24][C:25]([O:44][CH2:45][CH3:46])=[C:26]([CH:43]=1)[C:27]([NH:29][C@@H:30]([CH2:41][OH:42])[CH2:31][C:32]1[C:40]2[C:35](=[CH:36][CH:37]=[CH:38][CH:39]=2)[NH:34][CH:33]=1)=[O:28].C(=O)([O-])[O-].[K+].[K+].